Dataset: Forward reaction prediction with 1.9M reactions from USPTO patents (1976-2016). Task: Predict the product of the given reaction. (1) Given the reactants Br[C:2]1[CH:7]=[CH:6][C:5]([CH:8]2[CH2:12][C:11]([C:17]3[CH:22]=[C:21]([Cl:23])[CH:20]=[C:19]([Cl:24])[CH:18]=3)([C:13]([F:16])([F:15])[F:14])[CH:10]=[N:9]2)=[CH:4][C:3]=1[CH3:25].[C:26]([O-:29])(=[O:28])C.[Na+].[C]=O.[CH2:33](O)[CH3:34], predict the reaction product. The product is: [CH2:33]([O:29][C:26](=[O:28])[C:2]1[CH:7]=[CH:6][C:5]([CH:8]2[CH2:12][C:11]([C:17]3[CH:22]=[C:21]([Cl:23])[CH:20]=[C:19]([Cl:24])[CH:18]=3)([C:13]([F:14])([F:16])[F:15])[CH:10]=[N:9]2)=[CH:4][C:3]=1[CH3:25])[CH3:34]. (2) Given the reactants [C:1]([CH2:3][C:4]1([N:8]2[CH2:13][CH2:12][CH:11]([N:14]([C@@H:21]3[CH2:23][C@H:22]3[C:24]3[CH:29]=[CH:28][CH:27]=[CH:26][CH:25]=3)[C:15](=[O:20])[C:16]([F:19])([F:18])[F:17])[CH2:10][CH2:9]2)[CH2:7][NH:6][CH2:5]1)#[N:2].[CH:30](=[O:37])[C:31]1[CH:36]=[CH:35][CH:34]=[CH:33][CH:32]=1.C(O)(=O)C.[BH-](OC(C)=O)(OC(C)=O)OC(C)=O.[Na+].[C:56]([O-:59])([O-])=[O:57].[Na+].[Na+].[OH-].[Na+].O, predict the reaction product. The product is: [C:1](#[N:2])[CH3:3].[OH2:20].[C:56]([OH:59])([C:16]([F:19])([F:18])[F:17])=[O:57].[CH2:30]([N:6]1[CH2:7][C:4]([CH2:3][C:1]#[N:2])([N:8]2[CH2:9][CH2:10][CH:11]([NH:14][C@@H:21]3[CH2:23][C@H:22]3[C:24]3[CH:29]=[CH:28][CH:27]=[CH:26][CH:25]=3)[CH2:12][CH2:13]2)[CH2:5]1)[C:31]1[CH:36]=[CH:35][CH:34]=[CH:33][CH:32]=1.[C:15]([OH:20])([C:16]([F:19])([F:18])[F:17])=[O:37]. (3) Given the reactants [F:1][C:2]([F:24])([F:23])[C:3]1[CH:4]=[C:5]2[C:10](=[CH:11][CH:12]=1)[N:9]=[CH:8][CH:7]=[C:6]2[S:13][C:14]1([C:18]([O:20]CC)=[O:19])[CH2:17][CH2:16][CH2:15]1.[OH-].[Na+], predict the reaction product. The product is: [F:24][C:2]([F:1])([F:23])[C:3]1[CH:4]=[C:5]2[C:10](=[CH:11][CH:12]=1)[N:9]=[CH:8][CH:7]=[C:6]2[S:13][C:14]1([C:18]([OH:20])=[O:19])[CH2:17][CH2:16][CH2:15]1.